From a dataset of Forward reaction prediction with 1.9M reactions from USPTO patents (1976-2016). Predict the product of the given reaction. (1) Given the reactants [Cl:1][C:2]1[S:3][CH:4]=[CH:5][N:6]=1.[Cl:7][C:8]1[CH:13]=[CH:12][CH:11]=[C:10]([CH3:14])[C:9]=1[N:15]=[C:16]=[O:17].C([Li])CCC, predict the reaction product. The product is: [Cl:1][C:2]1[S:3][C:4]([C:16]([NH:15][C:9]2[C:10]([CH3:14])=[CH:11][CH:12]=[CH:13][C:8]=2[Cl:7])=[O:17])=[CH:5][N:6]=1. (2) Given the reactants [C:1]([O:5][C:6](=[O:30])[CH2:7][O:8][C:9]1[CH:14]=[CH:13][C:12]([Cl:15])=[CH:11][C:10]=1[C:16]#[C:17][C:18]1[CH:23]=[CH:22][CH:21]=[C:20]([S:24](CCC)(=[O:26])=[O:25])[CH:19]=1)([CH3:4])([CH3:3])[CH3:2].C(OC(=O)COC1C=CC(Cl)=CC=1C#C)(C)(C)C.[CH3:49][N:50]([CH3:61])S(C1C=CC=C(Br)C=1)(=O)=O, predict the reaction product. The product is: [C:1]([O:5][C:6](=[O:30])[CH2:7][O:8][C:9]1[CH:14]=[CH:13][C:12]([Cl:15])=[CH:11][C:10]=1[C:16]#[C:17][C:18]1[CH:23]=[CH:22][CH:21]=[C:20]([S:24]([N:50]([CH3:61])[CH3:49])(=[O:26])=[O:25])[CH:19]=1)([CH3:4])([CH3:3])[CH3:2].